Dataset: Reaction yield outcomes from USPTO patents with 853,638 reactions. Task: Predict the reaction yield, written as a fraction of the theoretical maximum amount of product (1.0 means a 100% yield; for example, 0.34 means a 34% yield). The reactants are [CH3:1][O:2][CH2:3][CH2:4][O:5][C:6]1[CH:7]=[C:8]([C:12]2[NH:23][C:15]3=[N:16][CH:17]=[C:18]([N+:20]([O-])=O)[CH:19]=[C:14]3[CH:13]=2)[CH:9]=[CH:10][CH:11]=1.Cl.O. The catalyst is C(O)C.[Fe]. The product is [CH3:1][O:2][CH2:3][CH2:4][O:5][C:6]1[CH:7]=[C:8]([C:12]2[NH:23][C:15]3=[N:16][CH:17]=[C:18]([NH2:20])[CH:19]=[C:14]3[CH:13]=2)[CH:9]=[CH:10][CH:11]=1. The yield is 0.600.